This data is from CYP2C9 inhibition data for predicting drug metabolism from PubChem BioAssay. The task is: Regression/Classification. Given a drug SMILES string, predict its absorption, distribution, metabolism, or excretion properties. Task type varies by dataset: regression for continuous measurements (e.g., permeability, clearance, half-life) or binary classification for categorical outcomes (e.g., BBB penetration, CYP inhibition). Dataset: cyp2c9_veith. (1) The drug is COc1cccc(C(=O)Nc2nc3c(s2)CN(C)CC3)c1. The result is 0 (non-inhibitor). (2) The compound is COc1ccc2[nH]cc(CCNc3ncnc4ccc(-c5ccc6c(c5)OCO6)cc34)c2c1. The result is 1 (inhibitor). (3) The compound is Cc1cccn2c(/C=N/OCc3cccc(F)c3)c(-c3ccc(Cl)cc3)nc12. The result is 1 (inhibitor). (4) The compound is COc1ccc(-n2c(=O)cnc3cnc(N(C)C)nc32)cc1. The result is 0 (non-inhibitor).